Dataset: Catalyst prediction with 721,799 reactions and 888 catalyst types from USPTO. Task: Predict which catalyst facilitates the given reaction. (1) Reactant: [N:1]12[CH2:8][CH2:7][CH:4]([CH2:5][CH2:6]1)[C@@H:3]([O:9][C:10]([C:12]1([C:19]3[S:20][CH:21]=[CH:22][CH:23]=3)[CH2:18][CH2:17][CH2:16][CH2:15][CH2:14][CH2:13]1)=[O:11])[CH2:2]2.[Br:24][CH2:25][C:26]([NH:28][C:29]1[CH:33]=[C:32]([CH3:34])[O:31][N:30]=1)=[O:27].C(OCC)(=O)C.CCCC(C)C. Product: [Br-:24].[CH3:34][C:32]1[O:31][N:30]=[C:29]([NH:28][C:26]([CH2:25][N+:1]23[CH2:6][CH2:5][CH:4]([CH2:7][CH2:8]2)[C@@H:3]([O:9][C:10]([C:12]2([C:19]4[S:20][CH:21]=[CH:22][CH:23]=4)[CH2:18][CH2:17][CH2:16][CH2:15][CH2:14][CH2:13]2)=[O:11])[CH2:2]3)=[O:27])[CH:33]=1. The catalyst class is: 10. (2) Reactant: [CH2:1]([N:8]1[CH2:13][CH2:12][C:11](=O)[CH:10]([C:15]2[CH:20]=[CH:19][CH:18]=[CH:17][CH:16]=2)[CH2:9]1)[C:2]1[CH:7]=[CH:6][CH:5]=[CH:4][CH:3]=1.[NH:21]1[CH2:26][CH2:25][O:24][CH2:23][CH2:22]1.C([BH3-])#N.[Na+]. Product: [CH2:1]([N:8]1[CH2:13][CH2:12][C@H:11]([N:21]2[CH2:26][CH2:25][O:24][CH2:23][CH2:22]2)[C@H:10]([C:15]2[CH:20]=[CH:19][CH:18]=[CH:17][CH:16]=2)[CH2:9]1)[C:2]1[CH:7]=[CH:6][CH:5]=[CH:4][CH:3]=1. The catalyst class is: 40. (3) Product: [OH:6][CH:5]([CH2:4][OH:3])[CH2:7][CH2:8][O:9][C:10]1[CH:17]=[C:16]([F:18])[CH:15]=[C:14]([NH:19][C:20]2[CH:25]=[CH:24][C:23]([I:26])=[CH:22][C:21]=2[F:27])[C:11]=1[C:12]#[N:13]. Reactant: CC1(C)[O:6][CH:5]([CH2:7][CH2:8][O:9][C:10]2[CH:17]=[C:16]([F:18])[CH:15]=[C:14]([NH:19][C:20]3[CH:25]=[CH:24][C:23]([I:26])=[CH:22][C:21]=3[F:27])[C:11]=2[C:12]#[N:13])[CH2:4][O:3]1.Cl. The catalyst class is: 10. (4) Reactant: [CH3:1][O-:2].[Na+].CO.Br[C:7]1[C:8](=[O:30])[N:9]([C:14]2[CH:19]=[CH:18][C:17]([S:20]([CH3:23])(=[O:22])=[O:21])=[C:16]([C:24]3[CH2:28][CH2:27][O:26][N:25]=3)[C:15]=2[CH3:29])[N:10]=[CH:11][C:12]=1[Br:13].O. Product: [Br:13][C:12]1[CH:11]=[N:10][N:9]([C:14]2[CH:19]=[CH:18][C:17]([S:20]([CH3:23])(=[O:22])=[O:21])=[C:16]([C:24]3[CH2:28][CH2:27][O:26][N:25]=3)[C:15]=2[CH3:29])[C:8](=[O:30])[C:7]=1[O:2][CH3:1]. The catalyst class is: 346.